Task: Predict the product of the given reaction.. Dataset: Forward reaction prediction with 1.9M reactions from USPTO patents (1976-2016) (1) Given the reactants [C:1]([O:4][C@@H:5]1[C@@H:10]([O:11][C:12](=[O:14])[CH3:13])[C@H:9]([O:15][C:16](=[O:18])[CH3:17])[C@@H:8]([CH2:19][O:20][C:21](=[O:23])[CH3:22])[O:7][C@H:6]1[C:24]1[CH:29]=[CH:28][C:27]([CH3:30])=[C:26]([CH2:31][C:32]2[S:33][C:34](Cl)=[CH:35][CH:36]=2)[CH:25]=1)(=[O:3])[CH3:2].[C:38]([C:40]1[CH:41]=[C:42](B(O)O)[CH:43]=[CH:44][CH:45]=1)#[N:39], predict the reaction product. The product is: [C:1]([O:4][C@@H:5]1[C@@H:10]([O:11][C:12](=[O:14])[CH3:13])[C@H:9]([O:15][C:16](=[O:18])[CH3:17])[C@@H:8]([CH2:19][O:20][C:21](=[O:23])[CH3:22])[O:7][C@H:6]1[C:24]1[CH:29]=[CH:28][C:27]([CH3:30])=[C:26]([CH2:31][C:32]2[S:33][C:34]([C:44]3[CH:43]=[CH:42][CH:41]=[C:40]([C:38]#[N:39])[CH:45]=3)=[CH:35][CH:36]=2)[CH:25]=1)(=[O:3])[CH3:2]. (2) The product is: [C:1]([O:5][C:6](=[O:20])[NH:7][C@@H:8]([CH3:19])[C@H:9]([OH:10])[C:11]1[CH:16]=[CH:15][CH:14]=[C:13]([O:17][CH3:18])[CH:12]=1)([CH3:4])([CH3:2])[CH3:3]. Given the reactants [C:1]([O:5][C:6](=[O:20])[NH:7][C@@H:8]([CH3:19])[C:9]([C:11]1[CH:16]=[CH:15][CH:14]=[C:13]([O:17][CH3:18])[CH:12]=1)=[O:10])([CH3:4])([CH3:3])[CH3:2].CC(C)[O-].[Al+3].CC(C)[O-].CC(C)[O-].CC(O)C, predict the reaction product. (3) Given the reactants Cl.C([O:4][C:5]1(OCC)[CH2:10][CH2:9][N:8]([C@@H:11]2[CH2:15][CH2:14][C@H:13]([CH2:16][O:17][CH2:18][CH3:19])[CH2:12]2)[CH2:7][CH2:6]1)C, predict the reaction product. The product is: [CH2:18]([O:17][CH2:16][C@H:13]1[CH2:14][CH2:15][C@@H:11]([N:8]2[CH2:7][CH2:6][C:5](=[O:4])[CH2:10][CH2:9]2)[CH2:12]1)[CH3:19]. (4) Given the reactants COC1C=CC(C[N:8]2[C:12]3=[N:13][CH:14]=[CH:15][C:16]([O:17][C:18]4[CH:23]=[CH:22][C:21]([NH2:24])=[CH:20][C:19]=4[F:25])=[C:11]3[C:10]([I:26])=[N:9]2)=CC=1, predict the reaction product. The product is: [F:25][C:19]1[CH:20]=[C:21]([CH:22]=[CH:23][C:18]=1[O:17][C:16]1[CH:15]=[CH:14][N:13]=[C:12]2[NH:8][N:9]=[C:10]([I:26])[C:11]=12)[NH2:24].